Dataset: Peptide-MHC class I binding affinity with 185,985 pairs from IEDB/IMGT. Task: Regression. Given a peptide amino acid sequence and an MHC pseudo amino acid sequence, predict their binding affinity value. This is MHC class I binding data. (1) The peptide sequence is RQPLNIQAI. The binding affinity (normalized) is 0.471. The MHC is HLA-A02:01 with pseudo-sequence HLA-A02:01. (2) The MHC is HLA-A01:01 with pseudo-sequence HLA-A01:01. The binding affinity (normalized) is 0.0847. The peptide sequence is YRNFSFSLK. (3) The peptide sequence is TLMNVITLV. The MHC is HLA-A31:01 with pseudo-sequence HLA-A31:01. The binding affinity (normalized) is 0.184. (4) The peptide sequence is LGIPHPAGL. The MHC is HLA-B57:01 with pseudo-sequence HLA-B57:01. The binding affinity (normalized) is 0.0847.